From a dataset of Full USPTO retrosynthesis dataset with 1.9M reactions from patents (1976-2016). Predict the reactants needed to synthesize the given product. (1) Given the product [NH2:14][CH2:13][CH2:12][CH2:11][CH2:10][CH2:9][C:8]([NH:7][C:3]1[CH:2]=[C:1]([C:23]2[CH:24]=[CH:25][CH:26]=[CH:27][CH:28]=2)[CH:6]=[CH:5][CH:4]=1)=[O:22], predict the reactants needed to synthesize it. The reactants are: [C:1]1([C:23]2[CH:28]=[CH:27][CH:26]=[CH:25][CH:24]=2)[CH:6]=[CH:5][CH:4]=[C:3]([NH:7][C:8](=[O:22])[CH2:9][CH2:10][CH2:11][CH2:12][CH2:13][NH:14]C(=O)OC(C)(C)C)[CH:2]=1.C(O)(C(F)(F)F)=O.C([O-])(O)=O.[Na+]. (2) Given the product [CH3:21][C:5]1([C:16]([O:18][CH3:19])=[O:17])[N:6]([C:9]([O:11][C:12]([CH3:13])([CH3:14])[CH3:15])=[O:10])[CH2:7][CH2:8][C:3]2([CH2:2][CH2:1]2)[CH2:4]1, predict the reactants needed to synthesize it. The reactants are: [CH2:1]1[C:3]2([CH2:8][CH2:7][N:6]([C:9]([O:11][C:12]([CH3:15])([CH3:14])[CH3:13])=[O:10])[CH:5]([C:16]([O:18][CH3:19])=[O:17])[CH2:4]2)[CH2:2]1.[Li+].[CH3:21]C([N-]C(C)C)C.C1COCC1.CCCCCCC.IC.[NH4+].[Cl-]. (3) The reactants are: [C:1]([CH:9]1[CH2:15][CH2:14][O:13][C:12]2[CH:16]=[C:17]([N:20]3[CH2:24][C@H:23]([CH2:25][NH:26][C:27](=[O:29])[CH3:28])[O:22][C:21]3=[O:30])[CH:18]=[CH:19][C:11]=2[C:10]1=[O:31])(=[O:8])[C:2]1C=CC=C[CH:3]=1.[Li+].C[Si]([N-][Si](C)(C)C)(C)C.C(Cl)(=O)CC.[Cl-].[NH4+]. Given the product [O:30]=[C:21]1[N:20]([C:17]2[CH:18]=[CH:19][C:11]3[C:10](=[O:31])[CH:9]([C:1](=[O:8])[CH2:2][CH3:3])[CH2:15][CH2:14][O:13][C:12]=3[CH:16]=2)[CH2:24][C@H:23]([CH2:25][NH:26][C:27](=[O:29])[CH3:28])[O:22]1, predict the reactants needed to synthesize it. (4) Given the product [CH2:24]([C:26]1[C:27](=[O:28])[N:23]=[C:1]([O:3][CH2:4][CH2:5][C:6]2[CH:7]=[CH:8][C:9]([O:12][C:13]3[CH:14]=[N:15][C:16]([C:19]([F:22])([F:21])[F:20])=[CH:17][CH:18]=3)=[CH:10][CH:11]=2)[NH:2][CH:32]=1)[CH3:25], predict the reactants needed to synthesize it. The reactants are: [C:1](=[NH:23])([O:3][CH2:4][CH2:5][C:6]1[CH:11]=[CH:10][C:9]([O:12][C:13]2[CH:14]=[N:15][C:16]([C:19]([F:22])([F:21])[F:20])=[CH:17][CH:18]=2)=[CH:8][CH:7]=1)[NH2:2].[CH2:24](/[C:26](=[CH:32]/O)/[C:27](OCC)=[O:28])[CH3:25].C([O-])([O-])=O.[K+].[K+]. (5) Given the product [Br:24][C:25]1[C:26]2[N:27]([CH:32]=[C:33]([CH2:35][N:11]([CH:9]3[C:10]4[N:1]=[CH:2][CH:3]=[CH:4][C:5]=4[CH2:6][CH2:7][CH2:8]3)[CH2:12][CH2:13][CH2:14][CH2:15][NH2:16])[N:34]=2)[CH:28]=[C:29]([CH3:31])[CH:30]=1, predict the reactants needed to synthesize it. The reactants are: [N:1]1[C:10]2[CH:9]([NH:11][CH2:12][CH2:13][CH2:14][CH2:15][NH:16]C(=O)OC(C)(C)C)[CH2:8][CH2:7][CH2:6][C:5]=2[CH:4]=[CH:3][CH:2]=1.[Br:24][C:25]1[C:26]2[N:27]([CH:32]=[C:33]([CH:35]=O)[N:34]=2)[CH:28]=[C:29]([CH3:31])[CH:30]=1. (6) Given the product [F:1][C:2]1[CH:3]=[CH:4][C:5]([C:8]2[C:9]([OH:21])=[CH:10][C:11]([CH:15]=[O:16])=[CH:12][C:13]=2[OH:14])=[CH:6][CH:7]=1, predict the reactants needed to synthesize it. The reactants are: [F:1][C:2]1[CH:7]=[CH:6][C:5]([C:8]2[C:13]([OH:14])=[CH:12][C:11]([C:15](N(OC)C)=[O:16])=[CH:10][C:9]=2[OH:21])=[CH:4][CH:3]=1.C1COCC1.CC(C[AlH]CC(C)C)C.CCOC(C)=O. (7) Given the product [CH3:13][C:14]1[CH:15]=[C:16]([NH:17][C:2]2[C:9]([N+:10]([O-:12])=[O:11])=[CH:8][CH:7]=[CH:6][C:3]=2[C:4]#[N:5])[CH:18]=[C:19]([CH3:21])[CH:20]=1, predict the reactants needed to synthesize it. The reactants are: F[C:2]1[C:9]([N+:10]([O-:12])=[O:11])=[CH:8][CH:7]=[CH:6][C:3]=1[C:4]#[N:5].[CH3:13][C:14]1[CH:15]=[C:16]([CH:18]=[C:19]([CH3:21])[CH:20]=1)[NH2:17].C(N(CC)C(C)C)(C)C.